This data is from Forward reaction prediction with 1.9M reactions from USPTO patents (1976-2016). The task is: Predict the product of the given reaction. (1) Given the reactants [OH:1][NH:2][C:3](=[NH:28])[C:4]1[CH:9]=[CH:8][C:7]([O:10][C@H:11]2[CH2:16][CH2:15][C@H:14]([C:17]([N:19]3[CH2:24][CH2:23][N:22]([CH:25]([CH3:27])[CH3:26])[CH2:21][CH2:20]3)=[O:18])[CH2:13][CH2:12]2)=[CH:6][CH:5]=1.[H-].[Na+].[C:31](OC)(=O)[CH3:32], predict the reaction product. The product is: [CH:25]([N:22]1[CH2:21][CH2:20][N:19]([C:17]([C@H:14]2[CH2:15][CH2:16][C@H:11]([O:10][C:7]3[CH:8]=[CH:9][C:4]([C:3]4[N:28]=[C:31]([CH3:32])[O:1][N:2]=4)=[CH:5][CH:6]=3)[CH2:12][CH2:13]2)=[O:18])[CH2:24][CH2:23]1)([CH3:26])[CH3:27]. (2) Given the reactants [CH:1]([N:4]1[CH2:9][CH2:8][CH:7]([NH2:10])[CH2:6][CH2:5]1)([CH3:3])[CH3:2].F[C:12]1[C:13]([C:22]2[NH:31][C:30](=[O:32])[C:29]3[C:24](=[CH:25][C:26]([O:35][CH3:36])=[CH:27][C:28]=3[O:33][CH3:34])[N:23]=2)=[N:14][CH:15]=[C:16]([O:18][CH2:19][CH2:20]Br)[CH:17]=1, predict the reaction product. The product is: [CH:1]([N:4]1[CH2:9][CH2:8][CH:7]([NH:10][C:12]2[C:13]([C:22]3[NH:31][C:30](=[O:32])[C:29]4[C:24](=[CH:25][C:26]([O:35][CH3:36])=[CH:27][C:28]=4[O:33][CH3:34])[N:23]=3)=[N:14][CH:15]=[C:16]([O:18][CH2:19][CH2:20][NH:10][CH:7]3[CH2:8][CH2:9][N:4]([CH:1]([CH3:3])[CH3:2])[CH2:5][CH2:6]3)[CH:17]=2)[CH2:6][CH2:5]1)([CH3:3])[CH3:2]. (3) Given the reactants [N+:1]([C:4]1[CH:13]=[CH:12][CH:11]=[C:10]2[C:5]=1[CH:6]=[CH:7][C:8](Cl)=[N:9]2)([O-])=O.[CH3:15][C:16]1[O:20][C:19]([CH2:21][NH2:22])=[CH:18][CH:17]=1.[F:23][C:24]1[CH:25]=[C:26]([S:31](Cl)(=[O:33])=[O:32])[CH:27]=[CH:28][C:29]=1[F:30], predict the reaction product. The product is: [F:23][C:24]1[CH:25]=[C:26]([S:31]([NH:1][C:4]2[CH:13]=[CH:12][CH:11]=[C:10]3[C:5]=2[CH:6]=[CH:7][C:8]([NH:22][CH2:21][C:19]2[O:20][C:16]([CH3:15])=[CH:17][CH:18]=2)=[N:9]3)(=[O:32])=[O:33])[CH:27]=[CH:28][C:29]=1[F:30]. (4) Given the reactants [Cl:1][C:2]1[C:10]2[N:9]=[C:8]([NH:11][C:12]3[C:13]([C:20]([F:23])([F:22])[F:21])=[N:14][C:15]([O:18][CH3:19])=[CH:16][CH:17]=3)[N:7]([CH2:24][CH2:25][CH2:26]O)[C:6]=2[C:5]([C:28]([O:30][CH3:31])=[O:29])=[CH:4][CH:3]=1.C(N(CC)CC)C.CS(Cl)(=O)=O.C(=O)([O-])O.[Na+], predict the reaction product. The product is: [Cl:1][C:2]1[CH:3]=[CH:4][C:5]([C:28]([O:30][CH3:31])=[O:29])=[C:6]2[C:10]=1[N:9]=[C:8]1[N:11]([C:12]3[C:13]([C:20]([F:22])([F:21])[F:23])=[N:14][C:15]([O:18][CH3:19])=[CH:16][CH:17]=3)[CH2:26][CH2:25][CH2:24][N:7]21. (5) Given the reactants [NH2:1][C:2]1[CH:7]=[CH:6][C:5]([C:8]2[CH:9]=[C:10]3[C:14](=[CH:15][CH:16]=2)[C:13](=[O:17])[N:12]([C@@H:18]([CH:23]([CH3:25])[CH3:24])[C:19]([O:21][CH3:22])=[O:20])[CH2:11]3)=[CH:4][CH:3]=1.[F:26][C:27]1[CH:32]=[CH:31][C:30]([N:33]=[C:34]=[O:35])=[CH:29][CH:28]=1, predict the reaction product. The product is: [F:26][C:27]1[CH:32]=[CH:31][C:30]([NH:33][C:34](=[O:35])[NH:1][C:2]2[CH:7]=[CH:6][C:5]([C:8]3[CH:9]=[C:10]4[C:14](=[CH:15][CH:16]=3)[C:13](=[O:17])[N:12]([C@@H:18]([CH:23]([CH3:25])[CH3:24])[C:19]([O:21][CH3:22])=[O:20])[CH2:11]4)=[CH:4][CH:3]=2)=[CH:29][CH:28]=1. (6) The product is: [CH2:28]([O:27][C:25](=[O:26])[CH2:24][N:13]1[C:14]2[C:6]([CH:3]([CH2:4][CH3:5])[CH2:1][CH3:2])=[CH:7][CH:8]=[CH:9][C:10]=2[N:11]([C:16]([O:18][C:19]([CH3:20])([CH3:22])[CH3:21])=[O:17])[C:12]1=[O:15])[CH3:29]. Given the reactants [CH2:1]([CH:3]([C:6]1[C:14]2[NH:13][C:12](=[O:15])[N:11]([C:16]([O:18][C:19]([CH3:22])([CH3:21])[CH3:20])=[O:17])[C:10]=2[CH:9]=[CH:8][CH:7]=1)[CH2:4][CH3:5])[CH3:2].Br[CH2:24][C:25]([O:27][CH2:28][CH3:29])=[O:26].C(=O)([O-])[O-].[K+].[K+], predict the reaction product.